From a dataset of Catalyst prediction with 721,799 reactions and 888 catalyst types from USPTO. Predict which catalyst facilitates the given reaction. (1) Reactant: C[Al](C)C.[NH2:5][C:6]1[CH:13]=[CH:12][C:9]([C:10]#[N:11])=[CH:8][N:7]=1.[OH:14][C@@H:15]([CH2:20][O:21][C@H:22]([CH3:35])[CH2:23][O:24][Si:25]([CH:32]([CH3:34])[CH3:33])([CH:29]([CH3:31])[CH3:30])[CH:26]([CH3:28])[CH3:27])[C:16](OC)=[O:17]. Product: [C:10]([C:9]1[CH:12]=[CH:13][C:6]([NH:5][C:16](=[O:17])[C@@H:15]([OH:14])[CH2:20][O:21][C@H:22]([CH3:35])[CH2:23][O:24][Si:25]([CH:29]([CH3:31])[CH3:30])([CH:26]([CH3:27])[CH3:28])[CH:32]([CH3:33])[CH3:34])=[N:7][CH:8]=1)#[N:11]. The catalyst class is: 11. (2) The catalyst class is: 4. Product: [Br:5][CH2:6][CH:7]([O:10][CH3:11])[O:8][CH2:9][CH2:32][CH2:33][CH2:34][CH2:35][CH2:36][CH2:37][CH2:38]/[CH:39]=[CH:40]\[CH2:41]/[CH:42]=[CH:43]\[CH2:44][CH2:45][CH2:46][CH2:47][CH3:48]. Reactant: ClC(Cl)C.[Br:5][CH2:6][CH:7]([O:10][CH3:11])[O:8][CH3:9].N1C(C)=CC=CC=1C.[Si](OS(C(F)(F)F)(=O)=O)(C)(C)C.[CH2:32](O)[CH2:33][CH2:34][CH2:35][CH2:36][CH2:37][CH2:38][CH2:39]/[CH:40]=[CH:41]\[CH2:42]/[CH:43]=[CH:44]\[CH2:45][CH2:46][CH2:47][CH2:48]C. (3) Reactant: [F:1][C:2]1[CH:3]=[C:4]([CH:26]=[CH:27][CH:28]=1)[CH2:5][N:6]1[C:18]2[CH2:17][CH2:16][CH:15]([NH:19][C:20](=[O:24])[CH:21]([CH3:23])[CH3:22])[CH2:14][C:13]=2[C:12]2[C:7]1=[CH:8][CH:9]=[C:10]([OH:25])[CH:11]=2.[CH2:29](I)[CH3:30].[H-].[Na+].CN(C)C=O. Product: [CH2:29]([O:25][C:10]1[CH:11]=[C:12]2[C:7](=[CH:8][CH:9]=1)[N:6]([CH2:5][C:4]1[CH:26]=[CH:27][CH:28]=[C:2]([F:1])[CH:3]=1)[C:18]1[CH2:17][CH2:16][CH:15]([NH:19][C:20](=[O:24])[CH:21]([CH3:23])[CH3:22])[CH2:14][C:13]2=1)[CH3:30]. The catalyst class is: 13. (4) Reactant: C(OC([N:8]1[CH2:22][C:11]2=[C:12]3[N:17]([N:18]=[C:10]2[CH:9]1[CH2:23][O:24]C(C)(C)C)[C:16]([CH3:19])=[C:15]([Cl:20])[C:14]([CH3:21])=[N:13]3)=O)(C)(C)C.Cl. Product: [Cl:20][C:15]1[C:14]([CH3:21])=[N:13][C:12]2[N:17]([N:18]=[C:10]3[CH:9]([CH2:23][OH:24])[NH:8][CH2:22][C:11]3=2)[C:16]=1[CH3:19]. The catalyst class is: 71. (5) Reactant: [C:1]([C:4]1[C:8]([O:9][CH3:10])=[C:7]([C:11]2[CH:16]=[CH:15][C:14]([Cl:17])=[CH:13][CH:12]=2)[N:6]([C:18]2[CH:23]=[CH:22][CH:21]=[CH:20][C:19]=2[Cl:24])[N:5]=1)([OH:3])=O.C[Li].[CH:27]([Mg]Br)=[CH2:28].Cl. Product: [Cl:24][C:19]1[CH:20]=[CH:21][CH:22]=[CH:23][C:18]=1[N:6]1[C:7]([C:11]2[CH:12]=[CH:13][C:14]([Cl:17])=[CH:15][CH:16]=2)=[C:8]([O:9][CH3:10])[C:4]([C:1]([CH:27]=[CH2:28])=[O:3])=[N:5]1. The catalyst class is: 30. (6) Reactant: [N+:1]([C:4]1[CH:5]=[CH:6][C:7]2[S:11][CH:10]=[N:9][C:8]=2[CH:12]=1)([O-])=O.CC(O)=O. Product: [S:11]1[C:7]2[CH:6]=[CH:5][C:4]([NH2:1])=[CH:12][C:8]=2[N:9]=[CH:10]1. The catalyst class is: 324. (7) Reactant: O[CH2:2][C@H:3]1[CH2:8][CH2:7][C@H:6]([C:9]([O:11][CH3:12])=[O:10])[CH2:5][CH2:4]1.CCN(S(F)(F)[F:19])CC. Product: [F:19][CH2:2][C@H:3]1[CH2:8][CH2:7][C@H:6]([C:9]([O:11][CH3:12])=[O:10])[CH2:5][CH2:4]1. The catalyst class is: 4. (8) Reactant: [CH:1]1([CH:7]([NH:18][CH2:19][C:20]2[C:25]([N+:26]([O-])=O)=[CH:24][N:23]=[C:22]([O:29][C:30]3[CH:35]=[CH:34][CH:33]=[CH:32][CH:31]=3)[CH:21]=2)[CH2:8][C:9]([NH:11][CH2:12][CH2:13][C:14]([CH3:17])([CH3:16])[CH3:15])=[O:10])[CH2:6][CH2:5][CH2:4][CH2:3][CH2:2]1.[H][H]. Product: [NH2:26][C:25]1[C:20]([CH2:19][NH:18][CH:7]([CH:1]2[CH2:2][CH2:3][CH2:4][CH2:5][CH2:6]2)[CH2:8][C:9]([NH:11][CH2:12][CH2:13][C:14]([CH3:15])([CH3:16])[CH3:17])=[O:10])=[CH:21][C:22]([O:29][C:30]2[CH:35]=[CH:34][CH:33]=[CH:32][CH:31]=2)=[N:23][CH:24]=1. The catalyst class is: 604.